This data is from Full USPTO retrosynthesis dataset with 1.9M reactions from patents (1976-2016). The task is: Predict the reactants needed to synthesize the given product. (1) Given the product [C:1]([C:5]1[CH:6]=[C:7]([NH:17][C:18]([NH:20][C@@H:21]2[C:30]3[C:25](=[CH:26][CH:27]=[CH:28][CH:29]=3)[C@H:24]([O:31][CH2:32][CH2:33][N:35]3[CH2:40][CH2:39][O:38][CH2:37][CH2:36]3)[CH2:23][CH2:22]2)=[O:19])[N:8]([C:10]2[CH:11]=[CH:12][C:13]([CH3:16])=[CH:14][CH:15]=2)[N:9]=1)([CH3:4])([CH3:2])[CH3:3], predict the reactants needed to synthesize it. The reactants are: [C:1]([C:5]1[CH:6]=[C:7]([NH:17][C:18]([NH:20][C@@H:21]2[C:30]3[C:25](=[CH:26][CH:27]=[CH:28][CH:29]=3)[C@H:24]([O:31][CH2:32][C:33]([N:35]3[CH2:40][CH2:39][O:38][CH2:37][CH2:36]3)=O)[CH2:23][CH2:22]2)=[O:19])[N:8]([C:10]2[CH:15]=[CH:14][C:13]([CH3:16])=[CH:12][CH:11]=2)[N:9]=1)([CH3:4])([CH3:3])[CH3:2].B. (2) Given the product [CH:1]([NH:4][C:5]1[NH:10][C:9](=[O:11])[C:8]([C:13]2[CH:18]=[CH:17][C:16]([O:19][C:20]3[CH:25]=[CH:24][N:23]=[C:22]([C:26]4[CH:27]=[N:28][N:29]([CH3:31])[CH:30]=4)[CH:21]=3)=[C:15]([CH3:32])[N:14]=2)=[CH:7][N:6]=1)([CH3:3])[CH3:2], predict the reactants needed to synthesize it. The reactants are: [CH:1]([NH:4][C:5]1[N:10]=[C:9]([O:11]C)[C:8]([C:13]2[CH:18]=[CH:17][C:16]([O:19][C:20]3[CH:25]=[CH:24][N:23]=[C:22]([C:26]4[CH:27]=[N:28][N:29]([CH3:31])[CH:30]=4)[CH:21]=3)=[C:15]([CH3:32])[N:14]=2)=[CH:7][N:6]=1)([CH3:3])[CH3:2].Br. (3) Given the product [CH3:19][C:12]1[CH:13]=[C:14]([C:6](=[N:23][O:22][CH3:21])[C:5]2[CH:9]=[CH:10][CH:11]=[C:3]([O:2][CH3:1])[CH:4]=2)[CH:15]=[CH:16][C:17]=1[OH:18], predict the reactants needed to synthesize it. The reactants are: [CH3:1][O:2][C:3]1[CH:4]=[C:5]([CH:9]=[CH:10][CH:11]=1)[C:6](Cl)=O.[C:12]1([CH3:19])[C:17]([OH:18])=[CH:16][CH:15]=[CH:14][CH:13]=1.Cl.[CH3:21][O:22][NH2:23].C(=O)(O)[O-].[Na+]. (4) The reactants are: [C:1]([C:5]1[CH:6]=[C:7]([CH:13]=[CH:14][CH:15]=1)[O:8][CH2:9][CH2:10][CH2:11][OH:12])([CH3:4])([CH3:3])[CH3:2].O[C:17]1[CH:22]=[CH:21][C:20]([CH:23]([C:29]#[C:30][CH3:31])[CH2:24][C:25]([O:27][CH3:28])=[O:26])=[CH:19][CH:18]=1.C1(P(C2C=CC=CC=2)C2C=CC=CC=2)C=CC=CC=1.N(C(OCC)=O)=NC(OCC)=O. Given the product [C:1]([C:5]1[CH:6]=[C:7]([CH:13]=[CH:14][CH:15]=1)[O:8][CH2:9][CH2:10][CH2:11][O:12][C:17]1[CH:22]=[CH:21][C:20]([CH:23]([C:29]#[C:30][CH3:31])[CH2:24][C:25]([O:27][CH3:28])=[O:26])=[CH:19][CH:18]=1)([CH3:4])([CH3:2])[CH3:3], predict the reactants needed to synthesize it. (5) Given the product [CH2:7]1[CH:2]2[N:1]([CH2:6][CH2:5][CH2:4][CH2:3]2)[CH2:15][CH2:14][C:8]1=[O:10], predict the reactants needed to synthesize it. The reactants are: [N:1]1[CH:6]=[CH:5][CH:4]=[CH:3][C:2]=1[CH2:7][C:8]([O:10]CC)=O.Cl.[C:14](OCC)(=O)[CH:15]=C.[Li+].C[Si]([N-][Si](C)(C)C)(C)C. (6) Given the product [Br:1][C:2]1[CH:3]=[N:4][C:5]([N:11]2[CH2:12][CH2:13][CH2:14][C@@H:10]2[CH3:9])=[N:6][CH:7]=1, predict the reactants needed to synthesize it. The reactants are: [Br:1][C:2]1[CH:3]=[N:4][C:5](Cl)=[N:6][CH:7]=1.[CH3:9][C@H:10]1[CH2:14][CH2:13][CH2:12][NH:11]1. (7) Given the product [NH2:22][C:3]1[CH:4]=[C:5]([CH:6]=[C:7]([N:8]2[CH2:13][CH2:12][N:11]([CH:14]3[CH2:17][O:16][CH2:15]3)[CH:10]([CH2:18][F:19])[CH2:9]2)[C:2]=1[Cl:1])[C:20]#[N:21], predict the reactants needed to synthesize it. The reactants are: [Cl:1][C:2]1[C:7]([N:8]2[CH2:13][CH2:12][N:11]([CH:14]3[CH2:17][O:16][CH2:15]3)[CH:10]([CH2:18][F:19])[CH2:9]2)=[CH:6][C:5]([C:20]#[N:21])=[CH:4][C:3]=1[NH:22]C(=O)OC(C)(C)C.C(O)(C(F)(F)F)=O.